Dataset: Full USPTO retrosynthesis dataset with 1.9M reactions from patents (1976-2016). Task: Predict the reactants needed to synthesize the given product. Given the product [Br:9][C:10]1[CH:11]=[CH:12][C:13]([C:16]2[CH:21]=[CH:20][C:19]([O:22][CH2:2][CH2:3][CH2:4][CH2:5][CH2:6][CH2:7][OH:8])=[CH:18][CH:17]=2)=[CH:14][CH:15]=1, predict the reactants needed to synthesize it. The reactants are: Br[CH2:2][CH2:3][CH2:4][CH2:5][CH2:6][CH2:7][OH:8].[Br:9][C:10]1[CH:15]=[CH:14][C:13]([C:16]2[CH:21]=[CH:20][C:19]([OH:22])=[CH:18][CH:17]=2)=[CH:12][CH:11]=1.C(=O)([O-])[O-].[K+].[K+].